Dataset: Forward reaction prediction with 1.9M reactions from USPTO patents (1976-2016). Task: Predict the product of the given reaction. (1) The product is: [F:27][C:2]([F:1])([F:28])[C:3]1([C:16]2[CH:17]=[C:18]([CH:24]=[CH:25][CH:26]=2)[C:19]([O:21][CH2:22][CH3:23])=[O:20])[NH:4][NH:29]1. Given the reactants [F:1][C:2]([F:28])([F:27])/[C:3](/[C:16]1[CH:17]=[C:18]([CH:24]=[CH:25][CH:26]=1)[C:19]([O:21][CH2:22][CH3:23])=[O:20])=[N:4]/OS(C1C=CC(C)=CC=1)(=O)=O.[NH3:29], predict the reaction product. (2) Given the reactants Br[C:2]1[CH:3]=[C:4]2[C:9](=[CH:10][C:11]=1[O:12][CH3:13])[N:8]=[C:7]([C:14]1[CH:19]=[CH:18][CH:17]=[CH:16][CH:15]=1)[CH:6]=[C:5]2[O:20][C@H:21]1[CH2:25][N:24]([C:26]([O:28][C:29]([CH3:32])([CH3:31])[CH3:30])=[O:27])[C@H:23]([C:33]([O:35][CH3:36])=[O:34])[CH2:22]1.[CH:37]([B-](F)(F)F)=[CH2:38].[K+].CCN(CC)CC, predict the reaction product. The product is: [CH3:13][O:12][C:11]1[CH:10]=[C:9]2[C:4]([C:5]([O:20][C@H:21]3[CH2:25][N:24]([C:26]([O:28][C:29]([CH3:32])([CH3:31])[CH3:30])=[O:27])[C@H:23]([C:33]([O:35][CH3:36])=[O:34])[CH2:22]3)=[CH:6][C:7]([C:14]3[CH:19]=[CH:18][CH:17]=[CH:16][CH:15]=3)=[N:8]2)=[CH:3][C:2]=1[CH:37]=[CH2:38]. (3) Given the reactants [CH:1]1([CH2:4][N:5]2[C:9]3[CH:10]=[CH:11][C:12]([C:14]([OH:16])=O)=[CH:13][C:8]=3[N:7]=[C:6]2[CH2:17][C:18]2[CH:23]=[CH:22][C:21]([O:24][CH2:25][CH3:26])=[CH:20][CH:19]=2)[CH2:3][CH2:2]1.CN(C(ON1N=N[C:37]2[CH:38]=[CH:39][CH:40]=[N:41][C:36]1=2)=[N+](C)C)C.F[P-](F)(F)(F)(F)F.[CH3:51][CH2:52]N(C(C)C)C(C)C.C1(CN)CCCCC1.Cl, predict the reaction product. The product is: [CH:40]1([N:41]([CH3:36])[C:14]([C:12]2[CH:11]=[CH:10][C:9]3[N:5]([CH2:4][CH:1]4[CH2:3][CH2:2]4)[C:6]([CH2:17][C:18]4[CH:19]=[CH:20][C:21]([O:24][CH2:25][CH3:26])=[CH:22][CH:23]=4)=[N:7][C:8]=3[CH:13]=2)=[O:16])[CH2:39][CH2:38][CH2:37][CH2:52][CH2:51]1. (4) Given the reactants [OH:1][C:2]1[CH:7]=[CH:6][N:5]=[C:4]([C:8]([F:11])([F:10])[F:9])[CH:3]=1.[CH2:12]([C:14]1[CH:19]=[C:18](S(C)(=O)=O)[N:17]=[C:16]([CH2:24][NH:25][C:26]([CH:28]2[CH2:30][CH2:29]2)=[O:27])[N:15]=1)[CH3:13].C([O-])([O-])=O.[K+].[K+].O, predict the reaction product. The product is: [CH2:12]([C:14]1[CH:19]=[C:18]([O:1][C:2]2[CH:7]=[CH:6][N:5]=[C:4]([C:8]([F:11])([F:9])[F:10])[CH:3]=2)[N:17]=[C:16]([CH2:24][NH:25][C:26]([CH:28]2[CH2:29][CH2:30]2)=[O:27])[N:15]=1)[CH3:13].